This data is from Catalyst prediction with 721,799 reactions and 888 catalyst types from USPTO. The task is: Predict which catalyst facilitates the given reaction. Product: [F:1][C:2]1[CH:7]=[CH:6][C:5]([CH:8]2[CH2:13][CH2:12][N:11]([C:14]3[C:19]([C:20]#[N:21])=[C:18]([O:22][CH2:23][C:24]([F:27])([F:26])[F:25])[N:17]=[C:16]([NH:75][CH2:74][CH2:72][OH:73])[N:15]=3)[CH2:10][CH2:9]2)=[CH:4][CH:3]=1. Reactant: [F:1][C:2]1[CH:7]=[CH:6][C:5]([CH:8]2[CH2:13][CH2:12][N:11]([C:14]3[C:19]([C:20]#[N:21])=[C:18]([O:22][CH2:23][C:24]([F:27])([F:26])[F:25])[N:17]=[C:16](SC)[N:15]=3)[CH2:10][CH2:9]2)=[CH:4][CH:3]=1.ClC1C=CC=C(C(OO)=O)C=1.FC1C=CC(C2CCN(C3C(C#N)=C(OCC(F)(F)F)N=C(S(C)(=O)=O)N=3)CC2)=CC=1.[CH2:72]([CH2:74][NH2:75])[OH:73]. The catalyst class is: 12.